Binary Classification. Given a miRNA mature sequence and a target amino acid sequence, predict their likelihood of interaction. From a dataset of Experimentally validated miRNA-target interactions with 360,000+ pairs, plus equal number of negative samples. (1) The miRNA is hsa-miR-378i with sequence ACUGGACUAGGAGUCAGAAGG. The protein sequence of the target gene is MSSGADGGGGAAVAARSDKGSPGEDGFVPSALGTREHWDAVYERELQTFREYGDTGEIWFGEESMNRLIRWMQKHKIPLDASVLDIGTGNGVFLVELAKFGFSNITGIDYSPSAIQLSGSIIEKEGLSNIKLKVEDFLNLSTQLSGFHICIDKGTFDAISLNPDNAIEKRKQYVKSLSRVLKVKGFFLITSCNWTKEELLNEFSEGWSTVAGFWLTAALTSWAQAIFSTSASRVGGTTGTHHHAWIIFVFLAETRFCHVVQAGLELLGSSDSPTWPPKVLGLYHARPSLAF. Result: 0 (no interaction). (2) The miRNA is mmu-miR-329-3p with sequence AACACACCCAGCUAACCUUUUU. The protein sequence of the target gene is MRGRLCVGRAAAVAAAVAAAAVAVPLAGGQEGSQGGVRRGSRGTTMVKKRKGRVVIDSDTEDSGSDENLDQELLSLAKRKRSDSEEKEPPVSQPAASSDSETSDSDDEWTFGSNKNKKKGKTRKVEKKGAMKKQANKAASSGSSDRDSSAESSAPEEGEVSDSESSSSSSSSDSDSSSEDEEFHDGYGEDLMGDEEDRARLEQMTEKEREQELFNRIEKREVLKRRFEIKKKLKTAKKKEKKEKKKKQEEEQEKKKLTQIQESQVTSHNKERRSKRDEKLDKKSQAMEELKAEREKRKNR.... Result: 1 (interaction). (3) The miRNA is hsa-miR-4471 with sequence UGGGAACUUAGUAGAGGUUUAA. The protein sequence of the target gene is MKKMPLFSKSHKNPAEIVKILKDNLAILEKQDKKTDKASEEVSKSLQAMKEILCGTNEKEPPTEAVAQLAQELYSSGLLVTLIADLQLIDFEGKKDVTQIFNNILRRQIGTRSPTVEYISAHPHILFMLLKGYEAPQIALRCGIMLRECIRHEPLAKIILFSNQFRDFFKYVELSTFDIASDAFATFKDLLTRHKVLVADFLEQNYDTIFEDYEKLLQSENYVTKRQSLKLLGELILDRHNFAIMTKYISKPENLKLMMNLLRDKSPNIQFEAFHVFKVFVASPHKTQPIVEILLKNQPK.... Result: 0 (no interaction). (4) The miRNA is hsa-miR-98-5p with sequence UGAGGUAGUAAGUUGUAUUGUU. The protein sequence of the target gene is MATAVEPEDQDLWEEEGILMVKLEDDFTCRPESVLQRDDPVLETSHQNFRRFRYQEAASPREALIRLRELCHQWLRPERRTKEQILELLVLEQFLTVLPGELQSWVRGQRPESGEEAVTLVEGLQKQPRRPRRWVTVHVHGQEVLSEETVHLGVEPESPNELQDPVQSSTPEQSPEETTQSPDLGAPAEQRPHQEEELQTLQESEVPVPEDPDLPAERSSGDSEMVALLTALSQGLVTFKDVAVCFSQDQWSDLDPTQKEFYGEYVLEEDCGIVVSLSFPIPRPDEISQVREEEPWVPDI.... Result: 1 (interaction). (5) The miRNA is mmu-miR-196b-5p with sequence UAGGUAGUUUCCUGUUGUUGGG. The protein sequence of the target gene is MGKDSQNYYGKHGTPQKYDPTFKGPIYNRGCTDVICCVLLFLAIVGYVAVGIIAWTHGDPRKVIYPTDSRGEFCGQKGTKNADKPFLFYFNIVKCANPLVLLEFHCPTPQICVKQCPDRYLTLLSARNTRDFDYYKQFCVPGFQNNKGVTEILRDGECPAVITPSKPLAQRCFPAIHASKGVLMVGNETTYEDGHGARKNITDLVEGAKKANKILEARQLAMQIFEDYTVSWYWIIIGLVIAMVLSLLFIVLLRFLAGIMVWVMIVMVILVLGYGIFHCYMEYSRLRGEAGSDVSLVDLG.... Result: 0 (no interaction). (6) The miRNA is mmu-miR-412-3p with sequence UUCACCUGGUCCACUAGCCG. The protein sequence of the target gene is MSARAPKELRLALPPCLLNRTFASPNASGSGNTGARGPGAVGSGTCITQVGQQLFQSFSSTLVLIVLVTLIFCLIVLSLSTFHIHKRRMKKRKMQRAQEEYERDHCSGSRGGGGLPRPGRQAPTHAKETRLERQPRDSPFCAPSNASSLSSSSPGLPCQGPCAPPPPPPASSPQGAHAASSCLDTAGEGLLQTVVLS. Result: 0 (no interaction). (7) The miRNA is hsa-miR-6866-5p with sequence UUAGAGGCUGGAAUAGAGAUUCU. The protein sequence of the target gene is MFRNSLKMLLTGGKSSRKNRSSDGGSEEPPDRRQSSVDSRQSRSGQGGISTESDCAFEPDYAVPPLPVSEGDAEQELGPPPSVDEAANTLMTRLGFLLGEKVTEVQPGDQYSMEVQDENQTSAITQRISPCSTLTSSTASPPASSPCSTLPPISTNATAKDCSYGAVTSPTSTLESRDSGIIATLTSYSENVERTKYAGESSKELGSGGNIKPWQSQKSSMDSCLYRVDENMTASTYSLNKIPERNLETVLSQSVQSIPLYLMPRPNSVAATSSAHLEDLAYLDEQRHTPLRTSLRMPRQ.... Result: 0 (no interaction). (8) The miRNA is hsa-miR-4478 with sequence GAGGCUGAGCUGAGGAG. The protein sequence of the target gene is MDETVAEFIKRTILKIPMNELTTILKAWDFLSENQLQTVNFRQRKESVVQHLIHLCEEKRASISDAALLDIIYMQFHQHQKVWEVFQMSKGPGEDVDLFDMKQFKNSFKKILQRALKNVTVSFRETEENAVWIRIAWGTQYTKPNQYKPTYVVYYSQTPYAFTSSSMLRRNTPLLGQALTIASKHHQIVKMDLRSRYLDSLKAIVFKQYNQTFETHNSTTPLQERSLGLDINMDSRIIHENIVEKERVQRITQETFGDYPQPQLEFAQYKLETKFKSGLNGSILAEREEPLRCLIKFSSP.... Result: 1 (interaction).